This data is from Forward reaction prediction with 1.9M reactions from USPTO patents (1976-2016). The task is: Predict the product of the given reaction. (1) Given the reactants [C:1]([O:5][C:6]([N:8]1[CH2:12][CH:11]=[C:10]([C:13]2[CH:14]=[N:15][CH:16]=[C:17]([NH2:19])[CH:18]=2)[CH2:9]1)=[O:7])([CH3:4])([CH3:3])[CH3:2], predict the reaction product. The product is: [C:1]([O:5][C:6]([N:8]1[CH2:12][CH2:11][CH:10]([C:13]2[CH:14]=[N:15][CH:16]=[C:17]([NH2:19])[CH:18]=2)[CH2:9]1)=[O:7])([CH3:4])([CH3:2])[CH3:3]. (2) Given the reactants [NH2:1][C:2]1[CH:7]=[C:6]([O:8][C:9]2[CH:10]=[CH:11][C:12]([NH:15][C:16]([C:18]3[C:19](=[O:33])[N:20]([C:27]4[CH:32]=[CH:31][CH:30]=[CH:29][CH:28]=4)[N:21]4[CH2:26][CH2:25][O:24][CH2:23][C:22]=34)=[O:17])=[N:13][CH:14]=2)[CH:5]=[CH:4][N:3]=1.N1C=CC=CC=1.[CH:40]1([C:43](Cl)=[O:44])[CH2:42][CH2:41]1, predict the reaction product. The product is: [CH:40]1([C:43]([NH:1][C:2]2[CH:7]=[C:6]([O:8][C:9]3[CH:10]=[CH:11][C:12]([NH:15][C:16]([C:18]4[C:19](=[O:33])[N:20]([C:27]5[CH:28]=[CH:29][CH:30]=[CH:31][CH:32]=5)[N:21]5[CH2:26][CH2:25][O:24][CH2:23][C:22]=45)=[O:17])=[N:13][CH:14]=3)[CH:5]=[CH:4][N:3]=2)=[O:44])[CH2:42][CH2:41]1. (3) The product is: [CH3:1][N:2]1[CH2:3][CH2:4][N:5]([C:8]2[N:9]=[CH:10][C:11](/[CH:14]=[CH:15]/[C:17]3[C:25]4[C:20](=[CH:21][C:22]([CH:26]=[O:27])=[CH:23][CH:24]=4)[N:19]([CH2:28][O:29][CH2:30][CH2:31][Si:32]([CH3:35])([CH3:34])[CH3:33])[N:18]=3)=[CH:12][CH:13]=2)[CH2:6][CH2:7]1. Given the reactants [CH3:1][N:2]1[CH2:7][CH2:6][N:5]([C:8]2[CH:13]=[CH:12][C:11]([CH:14]=[CH2:15])=[CH:10][N:9]=2)[CH2:4][CH2:3]1.I[C:17]1[C:25]2[C:20](=[CH:21][C:22]([CH:26]=[O:27])=[CH:23][CH:24]=2)[N:19]([CH2:28][O:29][CH2:30][CH2:31][Si:32]([CH3:35])([CH3:34])[CH3:33])[N:18]=1, predict the reaction product. (4) Given the reactants [NH2:1][C:2]1[CH:10]=[CH:9][C:5]([C:6]([NH2:8])=[O:7])=[CH:4][C:3]=1Br.[CH3:12][C:13]1([CH3:28])[CH2:18][CH2:17][C:16](B2OC(C)(C)C(C)(C)O2)=[CH:15][CH2:14]1, predict the reaction product. The product is: [NH2:1][C:2]1[CH:10]=[CH:9][C:5]([C:6]([NH2:8])=[O:7])=[CH:4][C:3]=1[C:16]1[CH2:17][CH2:18][C:13]([CH3:28])([CH3:12])[CH2:14][CH:15]=1. (5) Given the reactants [Cl:1][C:2]1[CH:11]=[CH:10][CH:9]=[C:8]2[C:3]=1[C:4](=[O:30])[N:5]([C:23]1[CH:28]=[CH:27][C:26]([F:29])=[CH:25][CH:24]=1)[C:6]([C@@H:12]([NH:15]C(=O)OC(C)(C)C)[CH2:13][CH3:14])=[N:7]2.Cl, predict the reaction product. The product is: [NH2:15][C@H:12]([C:6]1[N:5]([C:23]2[CH:28]=[CH:27][C:26]([F:29])=[CH:25][CH:24]=2)[C:4](=[O:30])[C:3]2[C:8](=[CH:9][CH:10]=[CH:11][C:2]=2[Cl:1])[N:7]=1)[CH2:13][CH3:14].